From a dataset of Forward reaction prediction with 1.9M reactions from USPTO patents (1976-2016). Predict the product of the given reaction. Given the reactants [NH2:1][C:2]1[CH:11]=[CH:10][C:9]2[C:4](=[CH:5][CH:6]=[CH:7][CH:8]=2)[C:3]=1[C:12]1[C:21]2[C:16](=[CH:17][CH:18]=[CH:19][CH:20]=2)[CH:15]=[CH:14][C:13]=1[P:22]([C:29]1[CH:34]=[CH:33][CH:32]=[CH:31][CH:30]=1)[C:23]1[CH:28]=[CH:27][CH:26]=[CH:25][CH:24]=1.N1C=CC=CC=1.[C:41](Cl)(=[O:43])[CH3:42].[Cl-].[NH4+], predict the reaction product. The product is: [C:41]([NH:1][C:2]1[CH:11]=[CH:10][C:9]2[C:4](=[CH:5][CH:6]=[CH:7][CH:8]=2)[C:3]=1[C:12]1[C:21]2[C:16](=[CH:17][CH:18]=[CH:19][CH:20]=2)[CH:15]=[CH:14][C:13]=1[P:22]([C:29]1[CH:30]=[CH:31][CH:32]=[CH:33][CH:34]=1)[C:23]1[CH:24]=[CH:25][CH:26]=[CH:27][CH:28]=1)(=[O:43])[CH3:42].